This data is from Experimentally validated miRNA-target interactions with 360,000+ pairs, plus equal number of negative samples. The task is: Binary Classification. Given a miRNA mature sequence and a target amino acid sequence, predict their likelihood of interaction. (1) The miRNA is hsa-miR-3617-5p with sequence AAAGACAUAGUUGCAAGAUGGG. The protein sequence of the target gene is MSSKEVKTALKSARDAIRNKEYKEALKHCKTVLKQEKNNYNAWVFIGVAAAELEQPDQAQSAYKKAAELEPDQLLAWQGLANLYEKYNHINAKDDLPGVYQKLLDLYESVDKQKWCDVCKKLVDLYYQEKKHLEVARTWHKLIKTRQEQGAENEELHQLWRKLTQFLAESTEDQNNETQQLLFTAFENALGLSDKIPSEDHQVLYRHFIQSLSKFPHESARLKKACEGMINIYPTVQYPLEVLCLHLIESGNLTDEGQQYCCRLVEMDSKSGPGLIGLGIKALQDKKYEDAVRNLTEGLK.... Result: 1 (interaction). (2) The miRNA is hsa-miR-141-3p with sequence UAACACUGUCUGGUAAAGAUGG. The protein sequence of the target gene is MSTSQPGACPCQGAASRPAILYALLSSSLKAVPRPRSRCLCRQHRPVQLCAPHRTCREALDVLAKTVAFLRNLPSFWQLPPQDQRRLLQGCWGPLFLLGLAQDAVTFEVAEAPVPSILKKILLEEPSSSGGSGQLPDRPQPSLAAVQWLQCCLESFWSLELSPKEYACLKGTILFNPDVPGLQAASHIGHLQQEAHWVLCEVLEPWCPAAQGRLTRVLLTASTLKSIPTSLLGDLFFRPIIGDVDIAGLLGDMLLLR. Result: 1 (interaction). (3) The miRNA is hsa-miR-6873-3p with sequence UUCUCUCUGUCUUUCUCUCUCAG. The protein sequence of the target gene is MQVPQDGEDLAGQPWYHGLLSRQKAEALLQQNGDFLVRASGSRGGNPVISCRWRGSALHFEVFRVALRPRPGRPTALFQLEDEQFPSIPALVHSYMTGRRPLSQATGAVVSRPVTWQGPLRRSFSEDTLMDGPARIEPLRARKWSNSQPADLAHMGRSREDPAGMEASTMPISALPRTSSDPVLLKAPAPLGTVADSLRASDGQLQAKAPTKPPRTPSFELPDASERPPTYCELVPRVPSVQGTSPSQSCPEPEAPWWEAEEDEEEENRCFTRPQAEISFCPHDAPSCLLGPQNRPLEPQ.... Result: 0 (no interaction).